This data is from Full USPTO retrosynthesis dataset with 1.9M reactions from patents (1976-2016). The task is: Predict the reactants needed to synthesize the given product. (1) Given the product [OH:5]/[CH:3]=[C:4]1\[C:10](=[O:13])[CH2:9][CH2:8][C:7]([CH3:14])([CH3:12])[CH2:6]\1, predict the reactants needed to synthesize it. The reactants are: [H-].[Na+].[CH2:3]([OH:5])[CH3:4].[CH3:6][C:7]1([CH3:14])[CH2:12]C[C:10](=[O:13])[CH2:9][CH2:8]1.C(OCC)=O. (2) Given the product [C:4]([O:3][C:1]([N:8]1[CH2:9][CH2:10][N:11]([CH2:14][CH2:15][NH:16][S:28]([CH2:27][CH2:26][CH2:25][Cl:24])(=[O:30])=[O:29])[CH2:12][CH2:13]1)=[O:2])([CH3:7])([CH3:6])[CH3:5], predict the reactants needed to synthesize it. The reactants are: [C:1]([N:8]1[CH2:13][CH2:12][N:11]([CH2:14][CH2:15][NH2:16])[CH2:10][CH2:9]1)([O:3][C:4]([CH3:7])([CH3:6])[CH3:5])=[O:2].C(N(CC)CC)C.[Cl:24][CH2:25][CH2:26][CH2:27][S:28](Cl)(=[O:30])=[O:29].